From a dataset of Full USPTO retrosynthesis dataset with 1.9M reactions from patents (1976-2016). Predict the reactants needed to synthesize the given product. The reactants are: C([N:8]1[CH2:13][CH2:12][C:11]([S:15]([C:18]2[CH:23]=[CH:22][C:21]([Br:24])=[CH:20][CH:19]=2)(=[O:17])=[O:16])([F:14])[CH2:10][CH2:9]1)(OC(C)(C)C)=O.C(O)C.[ClH:28]. Given the product [ClH:28].[Br:24][C:21]1[CH:20]=[CH:19][C:18]([S:15]([C:11]2([F:14])[CH2:12][CH2:13][NH:8][CH2:9][CH2:10]2)(=[O:16])=[O:17])=[CH:23][CH:22]=1, predict the reactants needed to synthesize it.